The task is: Binary Classification. Given a T-cell receptor sequence (or CDR3 region) and an epitope sequence, predict whether binding occurs between them.. This data is from TCR-epitope binding with 47,182 pairs between 192 epitopes and 23,139 TCRs. The epitope is LLFNKVTLA. The TCR CDR3 sequence is CASSPPRTDTQYF. Result: 0 (the TCR does not bind to the epitope).